From a dataset of Catalyst prediction with 721,799 reactions and 888 catalyst types from USPTO. Predict which catalyst facilitates the given reaction. (1) Reactant: [Cl:1][C:2]1[CH:3]=[C:4]([CH:8]2[C:12]([C:15]3[CH:20]=[CH:19][C:18]([Cl:21])=[CH:17][CH:16]=3)([C:13]#[N:14])[CH:11]([CH2:22][C:23]([CH3:26])([CH3:25])[CH3:24])[NH:10][CH:9]2[C:27](O)=[O:28])[CH:5]=[CH:6][CH:7]=1.[F:30][C:31]([F:41])([F:40])[C:32]1[CH:39]=[CH:38][CH:37]=[CH:36][C:33]=1[CH2:34][NH2:35].CN(C(ON1N=NC2C=CC=NC1=2)=[N+](C)C)C.F[P-](F)(F)(F)(F)F.CCN(C(C)C)C(C)C. Product: [F:30][C:31]([F:40])([F:41])[C:32]1[CH:39]=[CH:38][CH:37]=[CH:36][C:33]=1[CH2:34][NH:35][C:27]([CH:9]1[CH:8]([C:4]2[CH:5]=[CH:6][CH:7]=[C:2]([Cl:1])[CH:3]=2)[C:12]([C:15]2[CH:16]=[CH:17][C:18]([Cl:21])=[CH:19][CH:20]=2)([C:13]#[N:14])[CH:11]([CH2:22][C:23]([CH3:26])([CH3:24])[CH3:25])[NH:10]1)=[O:28]. The catalyst class is: 2. (2) Reactant: [C:1]1([S:7]([NH:10][CH2:11][C:12]2[N:13]=[C:14]([N:17]3[CH2:20][CH:19](OS(C)(=O)=O)[CH2:18]3)[S:15][CH:16]=2)(=[O:9])=[O:8])[CH:6]=[CH:5][CH:4]=[CH:3][CH:2]=1.[C:26]([O-:29])(=[S:28])[CH3:27].[K+]. Product: [C:26]([S:28][CH:19]1[CH2:18][N:17]([C:14]2[S:15][CH:16]=[C:12]([CH2:11][NH:10][S:7]([C:1]3[CH:2]=[CH:3][CH:4]=[CH:5][CH:6]=3)(=[O:8])=[O:9])[N:13]=2)[CH2:20]1)(=[O:29])[CH3:27]. The catalyst class is: 9. (3) Reactant: [CH3:1][CH:2]([NH:6][C:7]1[N:12]2[N:13]=[CH:14][C:15]([C:16]([O:18]C)=[O:17])=[C:11]2[N:10]=[C:9]([O:20][CH3:21])[C:8]=1[C:22]1[S:23][CH:24]=[CH:25][C:26]=1[CH3:27])[CH:3]([CH3:5])[CH3:4].O1CCOCC1.[OH-].[Na+].Cl. Product: [CH3:1][CH:2]([NH:6][C:7]1[N:12]2[N:13]=[CH:14][C:15]([C:16]([OH:18])=[O:17])=[C:11]2[N:10]=[C:9]([O:20][CH3:21])[C:8]=1[C:22]1[S:23][CH:24]=[CH:25][C:26]=1[CH3:27])[CH:3]([CH3:4])[CH3:5]. The catalyst class is: 6. (4) Reactant: Cl.Cl.[F:3][C:4]1[CH:16]=[CH:15][C:7]([CH2:8][N:9]2[CH2:14][CH2:13][NH:12][CH2:11][CH2:10]2)=[CH:6][CH:5]=1.[Cl:17][C:18]1[CH:31]=[CH:30][C:21]2[N:22]([CH2:26][C:27](O)=[O:28])[C:23](=[O:25])[O:24][C:20]=2[CH:19]=1.CCN(C(C)C)C(C)C.CN(C(ON1N=NC2C=CC=NC1=2)=[N+](C)C)C.F[P-](F)(F)(F)(F)F. Product: [Cl:17][C:18]1[CH:31]=[CH:30][C:21]2[N:22]([CH2:26][C:27]([N:12]3[CH2:13][CH2:14][N:9]([CH2:8][C:7]4[CH:15]=[CH:16][C:4]([F:3])=[CH:5][CH:6]=4)[CH2:10][CH2:11]3)=[O:28])[C:23](=[O:25])[O:24][C:20]=2[CH:19]=1. The catalyst class is: 37. (5) Reactant: Br[C:2]1[CH:3]=[C:4]2[C:9](=[CH:10][CH:11]=1)[CH2:8][CH:7]([NH:12][C:13](=[O:22])[O:14][CH2:15][C:16]1[CH:21]=[CH:20][CH:19]=[CH:18][CH:17]=1)[CH2:6][CH2:5]2.[B:23]1([B:23]2[O:27][C:26]([CH3:29])([CH3:28])[C:25]([CH3:31])([CH3:30])[O:24]2)[O:27][C:26]([CH3:29])([CH3:28])[C:25]([CH3:31])([CH3:30])[O:24]1.C([O-])(=O)C.[K+]. Product: [CH3:30][C:25]1([CH3:31])[C:26]([CH3:29])([CH3:28])[O:27][B:23]([C:2]2[CH:3]=[C:4]3[C:9](=[CH:10][CH:11]=2)[CH2:8][CH:7]([NH:12][C:13](=[O:22])[O:14][CH2:15][C:16]2[CH:21]=[CH:20][CH:19]=[CH:18][CH:17]=2)[CH2:6][CH2:5]3)[O:24]1. The catalyst class is: 75. (6) Reactant: [Br:1][C:2]1[CH:9]=[CH:8][C:5]([CH:6]=[O:7])=[C:4]([F:10])[CH:3]=1.O.[C:12]1(C)C=CC(S(O)(=O)=O)=CC=1.[C:23](=[O:26])([O-])[O-].[Na+].[Na+]. Product: [Br:1][C:2]1[CH:9]=[CH:8][C:5]([CH:6]([O:26][CH3:23])[O:7][CH3:12])=[C:4]([F:10])[CH:3]=1. The catalyst class is: 5. (7) Reactant: [CH3:1][O:2][C:3]1[CH:17]=[CH:16][C:15]([N+:18]([O-])=O)=[CH:14][C:4]=1[O:5][CH2:6][CH2:7][N:8]1[CH2:13][CH2:12][CH2:11][CH2:10][CH2:9]1. Product: [CH3:1][O:2][C:3]1[CH:17]=[CH:16][C:15]([NH2:18])=[CH:14][C:4]=1[O:5][CH2:6][CH2:7][N:8]1[CH2:13][CH2:12][CH2:11][CH2:10][CH2:9]1. The catalyst class is: 29. (8) Reactant: [CH2:1]([O:8][C:9]1[CH:35]=[CH:34][C:12]([O:13][C:14]2[CH:19]=[CH:18][C:17]([CH2:20][C:21]([NH:23][C:24]3[CH:33]=[CH:32][CH:31]=[CH:30][C:25]=3[C:26]([O:28]C)=[O:27])=[O:22])=[CH:16][CH:15]=2)=[CH:11][CH:10]=1)[C:2]1[CH:7]=[CH:6][CH:5]=[CH:4][CH:3]=1.CO.[OH-].[Li+].Cl. Product: [CH2:1]([O:8][C:9]1[CH:35]=[CH:34][C:12]([O:13][C:14]2[CH:19]=[CH:18][C:17]([CH2:20][C:21]([NH:23][C:24]3[CH:33]=[CH:32][CH:31]=[CH:30][C:25]=3[C:26]([OH:28])=[O:27])=[O:22])=[CH:16][CH:15]=2)=[CH:11][CH:10]=1)[C:2]1[CH:3]=[CH:4][CH:5]=[CH:6][CH:7]=1. The catalyst class is: 1. (9) Reactant: [Cl:1][C:2]1[CH:11]=[C:10]2[C:5]([C:6]([N:12]3[CH2:17][CH2:16][NH:15][CH2:14][CH2:13]3)=[CH:7][CH:8]=[N:9]2)=[CH:4][CH:3]=1.[CH:18]1[CH:23]=[CH:22][C:21]([O:24][C:25](OC2C=CC=CC=2)=[N:26][C:27]#[N:28])=[CH:20][CH:19]=1. Product: [Cl:1][C:2]1[CH:11]=[C:10]2[C:5]([C:6]([N:12]3[CH2:17][CH2:16][N:15]([C:25](=[N:26][C:27]#[N:28])[O:24][C:21]4[CH:22]=[CH:23][CH:18]=[CH:19][CH:20]=4)[CH2:14][CH2:13]3)=[CH:7][CH:8]=[N:9]2)=[CH:4][CH:3]=1. The catalyst class is: 116. (10) Reactant: C(OC([N:11]1[CH2:17][C:16]2[CH:18]=[C:19]([O:25][CH3:26])[C:20]([N+:22]([O-])=O)=[CH:21][C:15]=2[N:14]([CH2:27][CH3:28])[C:13](=[O:29])[CH2:12]1)=O)C1C=CC=CC=1.C(O)C. Product: [NH2:22][C:20]1[C:19]([O:25][CH3:26])=[CH:18][C:16]2[CH2:17][NH:11][CH2:12][C:13](=[O:29])[N:14]([CH2:27][CH3:28])[C:15]=2[CH:21]=1. The catalyst class is: 45.